From a dataset of Full USPTO retrosynthesis dataset with 1.9M reactions from patents (1976-2016). Predict the reactants needed to synthesize the given product. (1) Given the product [Cl:1][C:2]1[N:7]=[C:6]([NH:8][C@@H:9]([C:12]([CH3:13])([CH3:15])[CH3:14])[CH2:10][S:11][CH3:17])[C:5]([F:16])=[CH:4][N:3]=1, predict the reactants needed to synthesize it. The reactants are: [Cl:1][C:2]1[N:7]=[C:6]([NH:8][C@@H:9]([C:12]([CH3:15])([CH3:14])[CH3:13])[CH2:10][SH:11])[C:5]([F:16])=[CH:4][N:3]=1.[C:17]([O-])([O-])=O.[K+].[K+].IC. (2) Given the product [C:1]([C:4]1[CH:28]=[CH:27][C:7]([O:8][CH2:9][C:10]2[CH:11]=[CH:12][C:13]([CH:16]([OH:26])[C:17]3[CH:18]=[C:19]([CH:23]=[CH:24][CH:25]=3)[C:20]([O-:22])=[O:21])=[CH:14][CH:15]=2)=[C:6]([CH2:29][CH2:30][CH3:31])[C:5]=1[OH:32])(=[O:3])[CH3:2].[Na+:48], predict the reactants needed to synthesize it. The reactants are: [C:1]([C:4]1[CH:28]=[CH:27][C:7]([O:8][CH2:9][C:10]2[CH:15]=[CH:14][C:13]([CH:16]([OH:26])[C:17]3[CH:18]=[C:19]([CH:23]=[CH:24][CH:25]=3)[C:20]([OH:22])=[O:21])=[CH:12][CH:11]=2)=[C:6]([CH2:29][CH2:30][CH3:31])[C:5]=1[OH:32])(=[O:3])[CH3:2].O1CCCC1.C(C(CCCC)C([O-])=O)C.[Na+:48]. (3) Given the product [C:1]([O:5][C:6](=[O:16])[N:7]([C@H:9]1[CH2:10][CH2:11][C@H:12]([O:15][CH2:24][CH2:23][CH2:22][CH2:21][CH2:20][CH2:19][CH2:18][Br:17])[CH2:13][CH2:14]1)[CH3:8])([CH3:4])([CH3:2])[CH3:3], predict the reactants needed to synthesize it. The reactants are: [C:1]([O:5][C:6](=[O:16])[N:7]([C@H:9]1[CH2:14][CH2:13][C@H:12]([OH:15])[CH2:11][CH2:10]1)[CH3:8])([CH3:4])([CH3:3])[CH3:2].[Br:17][CH2:18][CH2:19][CH2:20][CH2:21][CH2:22][CH2:23][CH2:24]Br. (4) The reactants are: [CH2:1]([O:3][C:4](=[O:20])[CH2:5][CH:6]([N:10]1[C:14]2[CH:15]=[CH:16][CH:17]=[CH:18][C:13]=2[NH:12][C:11]1=[O:19])[CH2:7][CH2:8][CH3:9])[CH3:2].[CH3:21][N:22]1[C:30]2[C:25](=[CH:26][CH:27]=[CH:28][C:29]=2[CH2:31]O)[C:24]([CH3:33])=[C:23]1[CH3:34].N(C(OC(C)C)=O)=NC(OC(C)C)=O.C1(P(C2C=CC=CC=2)C2C=CC=CC=2)C=CC=CC=1. Given the product [CH2:1]([O:3][C:4](=[O:20])[CH2:5][CH:6]([N:10]1[C:14]2[CH:15]=[CH:16][CH:17]=[CH:18][C:13]=2[N:12]([CH2:31][C:29]2[CH:28]=[CH:27][CH:26]=[C:25]3[C:30]=2[N:22]([CH3:21])[C:23]([CH3:34])=[C:24]3[CH3:33])[C:11]1=[O:19])[CH2:7][CH2:8][CH3:9])[CH3:2], predict the reactants needed to synthesize it. (5) Given the product [CH:15]1([CH2:14][O:13][C:4]2[CH:5]=[C:6]([CH:11]=[CH:12][C:3]=2[CH2:2][NH:1][S:19]([CH3:18])(=[O:21])=[O:20])[C:7]([O:9][CH3:10])=[O:8])[CH2:17][CH2:16]1, predict the reactants needed to synthesize it. The reactants are: [NH2:1][CH2:2][C:3]1[CH:12]=[CH:11][C:6]([C:7]([O:9][CH3:10])=[O:8])=[CH:5][C:4]=1[O:13][CH2:14][CH:15]1[CH2:17][CH2:16]1.[CH3:18][S:19](Cl)(=[O:21])=[O:20]. (6) Given the product [Cl:1][C:2]1[CH:10]=[CH:9][CH:8]=[C:7]2[C:3]=1[C:4]([C:16]([NH:19][CH2:20][C@@:21]1([OH:28])[CH2:26][CH2:25][CH2:24][C@@H:23]([CH3:27])[CH2:22]1)=[O:18])=[CH:5][N:6]2[CH2:11][C:12]([F:13])([F:14])[F:15], predict the reactants needed to synthesize it. The reactants are: [Cl:1][C:2]1[CH:10]=[CH:9][CH:8]=[C:7]2[C:3]=1[C:4]([C:16]([OH:18])=O)=[CH:5][N:6]2[CH2:11][C:12]([F:15])([F:14])[F:13].[NH2:19][CH2:20][C@:21]1([OH:28])[CH2:26][CH2:25][CH2:24][C@H:23]([CH3:27])[CH2:22]1.CCN=C=NCCCN(C)C.C1C=CC2N(O)N=NC=2C=1. (7) Given the product [F:20][C:5]1[CH:4]=[CH:3][CH:2]=[CH:7][C:6]=1[C@:8]1([CH3:19])[CH2:13][S:12](=[O:14])(=[O:15])[C:11]([CH3:16])([CH3:17])[C:10]([NH2:18])=[N:9]1, predict the reactants needed to synthesize it. The reactants are: Br[C:2]1[CH:3]=[CH:4][C:5]([F:20])=[C:6]([C@:8]2([CH3:19])[CH2:13][S:12](=[O:15])(=[O:14])[C:11]([CH3:17])([CH3:16])[C:10]([NH2:18])=[N:9]2)[CH:7]=1.N. (8) Given the product [Cl:23][C:6]1[C:5]2[C:10](=[CH:11][C:12]([O:13][CH3:14])=[C:3]([O:2][CH3:1])[CH:4]=2)[N:9]=[CH:8][N:7]=1, predict the reactants needed to synthesize it. The reactants are: [CH3:1][O:2][C:3]1[CH:4]=[C:5]2[C:10](=[CH:11][C:12]=1[O:13][CH3:14])[N:9]=[CH:8][N:7]=[C:6]2O.CN(C=O)C.S(Cl)([Cl:23])=O. (9) Given the product [CH:12]1([CH2:11][CH2:10][CH2:9][C@@H:8]([C:18]2[O:19][C:20]([CH3:27])=[C:21]([C:23]([O:25][CH3:26])=[O:24])[N:22]=2)[CH2:7][C:6]([OH:28])=[O:5])[CH2:13][CH2:14][CH2:15][CH2:16][CH2:17]1, predict the reactants needed to synthesize it. The reactants are: C([O:5][C:6](=[O:28])[CH2:7][C@H:8]([C:18]1[O:19][C:20]([CH3:27])=[C:21]([C:23]([O:25][CH3:26])=[O:24])[N:22]=1)[CH2:9][CH2:10][CH2:11][CH:12]1[CH2:17][CH2:16][CH2:15][CH2:14][CH2:13]1)(C)(C)C.FC(F)(F)C(O)=O. (10) Given the product [OH:2][C@@H:3]1[CH2:7][N:6]([C:23](=[O:24])[C:22]([F:33])([F:32])[F:21])[C@H:5]([C:8]([O:10][CH2:11][CH:12]=[CH2:13])=[O:9])[CH2:4]1, predict the reactants needed to synthesize it. The reactants are: Cl.[OH:2][C@@H:3]1[CH2:7][NH:6][C@H:5]([C:8]([O:10][CH2:11][CH:12]=[CH2:13])=[O:9])[CH2:4]1.C(N(CC)CC)C.[F:21][C:22]([F:33])([F:32])[C:23](O[C:23](=[O:24])[C:22]([F:33])([F:32])[F:21])=[O:24].